Dataset: Reaction yield outcomes from USPTO patents with 853,638 reactions. Task: Predict the reaction yield, written as a fraction of the theoretical maximum amount of product (1.0 means a 100% yield; for example, 0.34 means a 34% yield). (1) The reactants are O1CCOCC1.Cl.[Cl:8][C:9]1[CH:10]=[CH:11][C:12]([O:48][CH:49]([F:51])[F:50])=[C:13]([C:15]2[C:19]([NH:20][C:21]([C:23]3[CH:24]=[N:25][N:26]4[CH:31]=[CH:30][CH:29]=[N:28][C:27]=34)=[O:22])=[CH:18][N:17]([CH2:32][CH2:33][N:34]3[CH2:39][CH2:38][CH:37]([NH:40]C(=O)OC(C)(C)C)[CH2:36][CH2:35]3)[N:16]=2)[CH:14]=1. No catalyst specified. The product is [NH2:40][CH:37]1[CH2:38][CH2:39][N:34]([CH2:33][CH2:32][N:17]2[CH:18]=[C:19]([NH:20][C:21]([C:23]3[CH:24]=[N:25][N:26]4[CH:31]=[CH:30][CH:29]=[N:28][C:27]=34)=[O:22])[C:15]([C:13]3[CH:14]=[C:9]([Cl:8])[CH:10]=[CH:11][C:12]=3[O:48][CH:49]([F:51])[F:50])=[N:16]2)[CH2:35][CH2:36]1. The yield is 0.980. (2) The reactants are [F:1][C:2]1[CH:3]=[C:4]([CH:10]=[CH:11][C:12]=1[F:13])[CH:5]=[CH:6][C:7]([OH:9])=[O:8].[CH:14]12CC(C=C1)CC2CO.C1(C)C(C)=CC=CC=1. The catalyst is [OH-].C([O-])(=O)C.[Zr+4].C(OCC)(=O)C. The product is [CH:12]12[CH2:5][CH:4]([CH:3]=[CH:2]1)[CH2:10][CH2:11]2.[CH3:14][C:3]1[C:2]([F:1])=[C:12]([F:13])[CH:11]=[CH:10][C:4]=1[CH:5]=[CH:6][C:7]([O-:9])=[O:8]. The yield is 0.630.